This data is from Forward reaction prediction with 1.9M reactions from USPTO patents (1976-2016). The task is: Predict the product of the given reaction. (1) Given the reactants [Br:1][C:2]1[CH:10]=[C:9]([CH3:11])[C:5]([C:6](N)=[O:7])=[C:4]([O:12][CH3:13])[CH:3]=1.N(OS(=O)(=O)O)=[O:15], predict the reaction product. The product is: [Br:1][C:2]1[CH:10]=[C:9]([CH3:11])[C:5]([C:6]([OH:15])=[O:7])=[C:4]([O:12][CH3:13])[CH:3]=1. (2) The product is: [Br:25][C:26]1[CH:27]=[CH:28][C:29]([F:34])=[C:30]([CH:31]([C:16]2[CH:15]=[C:14]([Cl:13])[N:19]=[C:18]([F:20])[C:17]=2[O:21][CH2:22][O:23][CH3:24])[OH:32])[CH:33]=1. Given the reactants N(C(C)C)C(C)C.[Li]CCCC.[Cl:13][C:14]1[N:19]=[C:18]([F:20])[C:17]([O:21][CH2:22][O:23][CH3:24])=[CH:16][CH:15]=1.[Br:25][C:26]1[CH:27]=[CH:28][C:29]([F:34])=[C:30]([CH:33]=1)[CH:31]=[O:32], predict the reaction product. (3) Given the reactants P(Cl)(Cl)(Cl)=O.[F:6][C:7]1[CH:12]=[CH:11][C:10]([N:13]2[CH:18]=[CH:17][N:16]=[C:15]([N:19](O)[C:20](=[NH:29])[CH2:21][O:22][C:23]3[CH:28]=[CH:27][CH:26]=[CH:25][CH:24]=3)[C:14]2=[O:31])=[CH:9][CH:8]=1.C([O-])([O-])=O.[Na+].[Na+], predict the reaction product. The product is: [F:6][C:7]1[CH:12]=[CH:11][C:10]([N:13]2[CH:18]=[CH:17][N:16]3[N:29]=[C:20]([CH2:21][O:22][C:23]4[CH:28]=[CH:27][CH:26]=[CH:25][CH:24]=4)[N:19]=[C:15]3[C:14]2=[O:31])=[CH:9][CH:8]=1. (4) The product is: [CH3:1][C:2]1[S:3][C:4]([C:10]2[CH:15]=[CH:14][C:13]([CH3:16])=[CH:12][CH:11]=2)=[C:5]([C:7]([N:17]2[CH2:22][CH2:21][CH2:20][C@@H:19]([NH:23][C:24]([C:26]3[N:33]4[C:29]([S:30][CH:31]=[CH:32]4)=[N:28][C:27]=3[CH3:34])=[O:25])[CH2:18]2)=[O:9])[N:6]=1. Given the reactants [CH3:1][C:2]1[S:3][C:4]([C:10]2[CH:15]=[CH:14][C:13]([CH3:16])=[CH:12][CH:11]=2)=[C:5]([C:7]([OH:9])=O)[N:6]=1.[NH:17]1[CH2:22][CH2:21][CH2:20][C@@H:19]([NH:23][C:24]([C:26]2[N:33]3[C:29]([S:30][CH:31]=[CH:32]3)=[N:28][C:27]=2[CH3:34])=[O:25])[CH2:18]1, predict the reaction product.